Dataset: Full USPTO retrosynthesis dataset with 1.9M reactions from patents (1976-2016). Task: Predict the reactants needed to synthesize the given product. (1) Given the product [I:9][C:10]1[CH:17]=[CH:16][C:13]([CH2:14][N:1]2[CH2:5][CH2:4][CH2:3][C:2]2=[O:6])=[CH:12][CH:11]=1, predict the reactants needed to synthesize it. The reactants are: [NH:1]1[CH2:5][CH2:4][CH2:3][C:2]1=[O:6].[H-].[Na+].[I:9][C:10]1[CH:17]=[CH:16][C:13]([CH2:14]Br)=[CH:12][CH:11]=1. (2) The reactants are: Cl.[C:2]1([CH:12]([NH:14][CH2:15][CH2:16][C@H:17]([C:19]2[CH:24]=[CH:23][CH:22]=[C:21]([C:25]([F:28])([F:27])[F:26])[CH:20]=2)O)[CH3:13])[C:11]2[C:6](=[CH:7][CH:8]=[CH:9][CH:10]=2)[CH:5]=[CH:4][CH:3]=1.[OH-].[Na+].S(Cl)([Cl:33])=O. Given the product [ClH:33].[C:2]1([C@H:12]([NH:14][CH2:15]/[CH:16]=[CH:17]/[C:19]2[CH:24]=[CH:23][CH:22]=[C:21]([C:25]([F:26])([F:27])[F:28])[CH:20]=2)[CH3:13])[C:11]2[C:6](=[CH:7][CH:8]=[CH:9][CH:10]=2)[CH:5]=[CH:4][CH:3]=1, predict the reactants needed to synthesize it.